Dataset: Reaction yield outcomes from USPTO patents with 853,638 reactions. Task: Predict the reaction yield, written as a fraction of the theoretical maximum amount of product (1.0 means a 100% yield; for example, 0.34 means a 34% yield). (1) The reactants are [CH:1]1[C:6]([OH:7])=[CH:5][CH:4]=[C:3]([CH3:8])[CH:2]=1.[C:9](Cl)(=[O:16])[C:10]1[CH:15]=[CH:14][CH:13]=[CH:12][CH:11]=1.Cl. The catalyst is N1C=CC=CC=1. The product is [C:9]([O:7][C:6]1[CH:5]=[CH:4][C:3]([CH3:8])=[CH:2][CH:1]=1)(=[O:16])[C:10]1[CH:15]=[CH:14][CH:13]=[CH:12][CH:11]=1. The yield is 0.920. (2) The reactants are [Br:1][C:2]1[S:3][CH:4]=[C:5]([C:7]([OH:9])=O)[N:6]=1.[CH3:10][S:11]([NH2:14])(=[O:13])=[O:12].N12CCCN=C1CCCCC2. The catalyst is O1CCCC1. The product is [Br:1][C:2]1[S:3][CH:4]=[C:5]([C:7]([NH:14][S:11]([CH3:10])(=[O:13])=[O:12])=[O:9])[N:6]=1. The yield is 0.890. (3) The reactants are [H-].[Na+].[CH2:3]([C:6]1([OH:21])[C:18]2[CH:17]=[C:16]([Br:19])[CH:15]=[CH:14][C:13]=2[C:12]2[C:7]1=[CH:8][C:9]([Br:20])=[CH:10][CH:11]=2)[CH:4]=[CH2:5].CO[C:24]1[CH:29]=CC(CCNC(NC2C=CC(Cl)=CC=2)=O)=C[CH:25]=1.C(Br)C=C. The catalyst is CN(C=O)C.CCOC(C)=O. The product is [CH2:3]([C:6]1([O:21][CH2:29][CH:24]=[CH2:25])[C:18]2[CH:17]=[C:16]([Br:19])[CH:15]=[CH:14][C:13]=2[C:12]2[C:7]1=[CH:8][C:9]([Br:20])=[CH:10][CH:11]=2)[CH:4]=[CH2:5]. The yield is 0.940. (4) The reactants are [F:1][C:2]1[CH:3]=[C:4]([NH:35][C:36]([C:38]2[CH:39]=[C:40]([C:44]3[CH:49]=[CH:48][CH:47]=[CH:46][CH:45]=3)[CH:41]=[CH:42][CH:43]=2)=[O:37])[CH:5]=[CH:6][C:7]=1[O:8][C:9]1[CH:14]=[CH:13][N:12]=[C:11]2[N:15](CC3C=CC(OC)=CC=3)[N:16]=[C:17]([NH:18][CH:19]3[CH2:24][CH2:23][N:22]([CH3:25])[CH2:21][CH2:20]3)[C:10]=12.C(O)(C(F)(F)F)=O. No catalyst specified. The product is [F:1][C:2]1[CH:3]=[C:4]([NH:35][C:36]([C:38]2[CH:39]=[C:40]([C:44]3[CH:45]=[CH:46][CH:47]=[CH:48][CH:49]=3)[CH:41]=[CH:42][CH:43]=2)=[O:37])[CH:5]=[CH:6][C:7]=1[O:8][C:9]1[CH:14]=[CH:13][N:12]=[C:11]2[NH:15][N:16]=[C:17]([NH:18][CH:19]3[CH2:20][CH2:21][N:22]([CH3:25])[CH2:23][CH2:24]3)[C:10]=12. The yield is 0.270. (5) The reactants are [F:1][C:2]1[CH:3]=[C:4]([NH:9][C:10]2[O:11][CH2:12][C:13](=[O:20])[C:14]=2[C:15]([O:17][CH2:18][CH3:19])=[O:16])[CH:5]=[CH:6][C:7]=1[F:8].[NH:21]1[C:29]2[C:24](=[CH:25][CH:26]=[CH:27][N:28]=2)[C:23]([CH:30]=O)=[CH:22]1.C(O)C.[OH-].[Na+]. The catalyst is CC(O)C.Cl. The product is [NH:21]1[C:29]2=[N:28][CH:27]=[CH:26][CH:25]=[C:24]2[C:23]([CH:30]=[C:12]2[O:11][C:10]([NH:9][C:4]3[CH:5]=[CH:6][C:7]([F:8])=[C:2]([F:1])[CH:3]=3)=[C:14]([C:15]([O:17][CH2:18][CH3:19])=[O:16])[C:13]2=[O:20])=[CH:22]1. The yield is 0.440. (6) The reactants are [CH:1]1([C:6]2[C:14]3[C:9](=[CH:10][CH:11]=[CH:12][CH:13]=3)[NH:8][N:7]=2)[CH2:5][CH2:4][CH2:3][CH2:2]1.C(N(CC)CC)C.[CH3:22][O:23][C:24](=[O:35])[C:25]1[CH:30]=[CH:29][C:28]([S:31](Cl)(=[O:33])=[O:32])=[CH:27][CH:26]=1. The catalyst is ClCCl. The product is [CH3:22][O:23][C:24](=[O:35])[C:25]1[CH:26]=[CH:27][C:28]([S:31]([N:8]2[C:9]3[C:14](=[CH:13][CH:12]=[CH:11][CH:10]=3)[C:6]([CH:1]3[CH2:2][CH2:3][CH2:4][CH2:5]3)=[N:7]2)(=[O:32])=[O:33])=[CH:29][CH:30]=1. The yield is 0.485. (7) The reactants are [CH3:1][O:2][C:3]([C:5]1[S:9][C:8]([N:10]2[CH2:15][CH2:14][NH:13][CH2:12][CH2:11]2)=[N:7][CH:6]=1)=[O:4].[C:16]([C:19]1[CH:24]=[CH:23][C:22]([S:25](Cl)(=[O:27])=[O:26])=[CH:21][CH:20]=1)(=[O:18])[CH3:17].C(N(CC)CC)C.O. The catalyst is ClCCl. The product is [CH3:1][O:2][C:3]([C:5]1[S:9][C:8]([N:10]2[CH2:11][CH2:12][N:13]([S:25]([C:22]3[CH:21]=[CH:20][C:19]([C:16](=[O:18])[CH3:17])=[CH:24][CH:23]=3)(=[O:27])=[O:26])[CH2:14][CH2:15]2)=[N:7][CH:6]=1)=[O:4]. The yield is 0.962.